Dataset: Catalyst prediction with 721,799 reactions and 888 catalyst types from USPTO. Task: Predict which catalyst facilitates the given reaction. (1) Reactant: [C:1]([NH:4][C:5]1[S:6][C:7]([Cl:10])=[CH:8][N:9]=1)(=[O:3])[CH3:2].CN(C=O)C.[H-].[Na+].[CH3:18][O:19][CH2:20][CH2:21]Br. Product: [Cl:10][C:7]1[S:6][C:5](=[N:4][C:1](=[O:3])[CH3:2])[N:9]([CH2:21][CH2:20][O:19][CH3:18])[CH:8]=1. The catalyst class is: 13. (2) Reactant: [CH3:1][O:2][C:3]([C:5]1[C:10]([NH:11][CH2:12][C:13]2[CH:18]=[CH:17][C:16]([O:19][CH3:20])=[C:15]([Cl:21])[CH:14]=2)=[N:9][C:8](Cl)=[CH:7][N:6]=1)=[O:4].[OH:23][CH2:24][C:25]1[CH:30]=[CH:29][CH:28]=[CH:27][N:26]=1.CC(C)([O-])C.[K+].C(O)(=O)CC(CC(O)=O)(C(O)=O)O. Product: [CH3:1][O:2][C:3]([C:5]1[C:10]([NH:11][CH2:12][C:13]2[CH:18]=[CH:17][C:16]([O:19][CH3:20])=[C:15]([Cl:21])[CH:14]=2)=[N:9][C:8]([O:23][CH2:24][C:25]2[CH:30]=[CH:29][CH:28]=[CH:27][N:26]=2)=[CH:7][N:6]=1)=[O:4]. The catalyst class is: 7. (3) Reactant: Br[C:2]1[C:10]2[C:9]([NH:11][C@H:12]([C:14]3[N:19]([C:20]4[CH:25]=[CH:24][CH:23]=[CH:22][CH:21]=4)[C:18](=[O:26])[C:17]4=[C:27]([CH3:30])[CH:28]=[CH:29][N:16]4[N:15]=3)[CH3:13])=[N:8][CH:7]=[N:6][C:5]=2[N:4]([CH2:31][O:32][CH2:33][CH2:34][Si:35]([CH3:38])([CH3:37])[CH3:36])[CH:3]=1.[CH3:39][O:40][C:41]1[C:46]([NH:47][S:48]([CH3:51])(=[O:50])=[O:49])=[CH:45][C:44](B2OC(C)(C)C(C)(C)O2)=[CH:43][N:42]=1.C(=O)([O-])[O-].[Na+].[Na+]. Product: [CH3:39][O:40][C:41]1[C:46]([NH:47][S:48]([CH3:51])(=[O:50])=[O:49])=[CH:45][C:44]([C:2]2[C:10]3[C:9]([NH:11][C@H:12]([C:14]4[N:19]([C:20]5[CH:25]=[CH:24][CH:23]=[CH:22][CH:21]=5)[C:18](=[O:26])[C:17]5=[C:27]([CH3:30])[CH:28]=[CH:29][N:16]5[N:15]=4)[CH3:13])=[N:8][CH:7]=[N:6][C:5]=3[N:4]([CH2:31][O:32][CH2:33][CH2:34][Si:35]([CH3:38])([CH3:37])[CH3:36])[CH:3]=2)=[CH:43][N:42]=1. The catalyst class is: 235. (4) Reactant: [CH2:1]([NH:8][C@@H:9]1[CH2:14][CH2:13][CH2:12][CH2:11][C@@H:10]1[NH:15][C:16]([O:18][C:19]([CH3:22])([CH3:21])[CH3:20])=[O:17])[C:2]1[CH:7]=[CH:6][CH:5]=[CH:4][CH:3]=1.C=O.[C:25]([BH3-])#N.[Na+].C(=O)([O-])O.[Na+]. The catalyst class is: 5. Product: [CH2:1]([N:8]([CH3:25])[C@@H:9]1[CH2:14][CH2:13][CH2:12][CH2:11][C@@H:10]1[NH:15][C:16]([O:18][C:19]([CH3:22])([CH3:21])[CH3:20])=[O:17])[C:2]1[CH:3]=[CH:4][CH:5]=[CH:6][CH:7]=1. (5) Reactant: [OH:1][CH2:2][C:3]1[CH:8]=[CH:7][C:6]([C:9]2[O:10][CH:11]=[C:12]([C:14]([OH:16])=O)[N:13]=2)=[CH:5][CH:4]=1.C(Cl)CCl.[CH:21]1[CH:22]=CC2N(O)N=[N:27][C:25]=2[CH:26]=1.N1CCCC1. Product: [N:27]1([C:14]([C:12]2[N:13]=[C:9]([C:6]3[CH:5]=[CH:4][C:3]([CH2:2][OH:1])=[CH:8][CH:7]=3)[O:10][CH:11]=2)=[O:16])[CH2:22][CH2:21][CH2:26][CH2:25]1. The catalyst class is: 3. (6) Reactant: [C:1]([O:5][C:6](=[O:17])[C:7]1[C:12]([C:13]([CH3:15])=[CH2:14])=[CH:11][N:10]=[CH:9][C:8]=1[F:16])([CH3:4])([CH3:3])[CH3:2].C([O-])=O.[NH4+]. Product: [C:1]([O:5][C:6](=[O:17])[C:7]1[C:12]([CH:13]([CH3:14])[CH3:15])=[CH:11][N:10]=[CH:9][C:8]=1[F:16])([CH3:3])([CH3:2])[CH3:4]. The catalyst class is: 50. (7) Reactant: [OH-].[K+].[CH3:3][N:4]([CH2:6][CH2:7][C@@H:8]([O:14][C:15]1[C:24]2[C:19](=[CH:20][CH:21]=[CH:22][CH:23]=2)[CH:18]=[CH:17][CH:16]=1)[C:9]1[S:10][CH:11]=[CH:12][CH:13]=1)[CH3:5]. Product: [CH3:3][N:4]([CH2:6][CH2:7][CH:8]([O:14][C:15]1[C:24]2[C:19](=[CH:20][CH:21]=[CH:22][CH:23]=2)[CH:18]=[CH:17][CH:16]=1)[C:9]1[S:10][CH:11]=[CH:12][CH:13]=1)[CH3:5]. The catalyst class is: 16. (8) Reactant: [CH3:1][O:2][C:3]1[C:12]([O:13][CH2:14][CH2:15][O:16][CH3:17])=[CH:11][C:6]([C:7]([O:9][CH3:10])=[O:8])=[C:5]([N+:18]([O-])=O)[CH:4]=1.[H][H]. Product: [NH2:18][C:5]1[CH:4]=[C:3]([O:2][CH3:1])[C:12]([O:13][CH2:14][CH2:15][O:16][CH3:17])=[CH:11][C:6]=1[C:7]([O:9][CH3:10])=[O:8]. The catalyst class is: 99. (9) Reactant: [C:1]1([C:16]2[CH:21]=[CH:20][CH:19]=[CH:18][CH:17]=2)[CH:6]=[CH:5][C:4]([C@H:7]2[C@H:12]([C:13]([OH:15])=[O:14])[CH2:11][CH2:10][O:9][CH2:8]2)=[CH:3][CH:2]=1.C(OC([C@@H]1CCOC[C@H]1C1C=CC(C2C=CC=CC=2)=CC=1)=O)C. Product: [C:1]1([C:16]2[CH:17]=[CH:18][CH:19]=[CH:20][CH:21]=2)[CH:2]=[CH:3][C:4]([C@H:7]2[C@@H:12]([C:13]([OH:15])=[O:14])[CH2:11][CH2:10][O:9][CH2:8]2)=[CH:5][CH:6]=1. The catalyst class is: 13.